Dataset: HIV replication inhibition screening data with 41,000+ compounds from the AIDS Antiviral Screen. Task: Binary Classification. Given a drug SMILES string, predict its activity (active/inactive) in a high-throughput screening assay against a specified biological target. (1) The drug is O=C1c2ccccc2C(=O)c2c1oc1cc(O)c(Cl)cc21. The result is 0 (inactive). (2) The molecule is CCSC(=O)N1c2ccc(OC)cc2C=CC1C#N. The result is 0 (inactive). (3) The drug is CCOc1ccc(N=Nc2c(-c3ccccc3)nn(C(=O)CC(=O)Nc3cccc(C)c3)c2-c2ccccc2)cc1. The result is 0 (inactive). (4) The compound is CCC1(CC)C(=O)N(C(=O)c2cc(OC)c(OC)c(OC)c2)N(C(=O)c2cc(OC)c(OC)c(OC)c2)C1=O. The result is 0 (inactive). (5) The drug is Cc1ccc(S(=O)(=O)N2CC2CCCCC=O)cc1. The result is 0 (inactive). (6) The drug is CC(C)(N)CO[P+]([O-])=NC12CC3CC(CC(C3)C1)C2. The result is 0 (inactive).